From a dataset of Full USPTO retrosynthesis dataset with 1.9M reactions from patents (1976-2016). Predict the reactants needed to synthesize the given product. (1) Given the product [C:4]([O:3][C:1]([N:8]1[CH2:13][CH2:12][CH2:11][C@@H:10]([CH2:14][O:15][S:23]([CH3:22])(=[O:25])=[O:24])[CH2:9]1)=[O:2])([CH3:7])([CH3:6])[CH3:5], predict the reactants needed to synthesize it. The reactants are: [C:1]([N:8]1[CH2:13][CH2:12][CH2:11][CH:10]([CH2:14][OH:15])[CH2:9]1)([O:3][C:4]([CH3:7])([CH3:6])[CH3:5])=[O:2].N1C=CC=CC=1.[CH3:22][S:23](Cl)(=[O:25])=[O:24]. (2) Given the product [CH3:15][C:16]1[CH:17]=[C:18]([CH:36]=[CH:37][C:38]=1/[N:11]=[N:8]/[C:7]1[CH:9]=[CH:10][C:4]([N+:1]([O-:3])=[O:2])=[CH:5][CH:6]=1)[N:19]([CH2:28][CH2:29][CH2:30][CH2:31][CH2:32][CH2:33][CH2:34][CH3:35])[CH2:20][CH2:21][CH2:22][CH2:23][CH2:24][CH2:25][CH2:26][CH3:27], predict the reactants needed to synthesize it. The reactants are: [N+:1]([C:4]1[CH:10]=[CH:9][C:7]([NH2:8])=[CH:6][CH:5]=1)([O-:3])=[O:2].[N:11]([O-])=O.[Na+].[CH3:15][C:16]1[CH:17]=[C:18]([CH:36]=[CH:37][CH:38]=1)[N:19]([CH2:28][CH2:29][CH2:30][CH2:31][CH2:32][CH2:33][CH2:34][CH3:35])[CH2:20][CH2:21][CH2:22][CH2:23][CH2:24][CH2:25][CH2:26][CH3:27]. (3) Given the product [C:47]1([C:45]#[C:46][C:2]2[C:10]3[C:5](=[N:6][CH:7]=[C:8]([C:11]4[CH:16]=[C:15]([O:17][CH3:18])[C:14]([O:19][CH3:20])=[C:13]([O:21][CH3:22])[CH:12]=4)[N:9]=3)[N:4]([S:23]([C:26]3[CH:31]=[CH:30][C:29]([CH3:32])=[CH:28][CH:27]=3)(=[O:25])=[O:24])[CH:3]=2)[CH:52]=[CH:51][CH:50]=[CH:49][CH:48]=1, predict the reactants needed to synthesize it. The reactants are: I[C:2]1[C:10]2[C:5](=[N:6][CH:7]=[C:8]([C:11]3[CH:16]=[C:15]([O:17][CH3:18])[C:14]([O:19][CH3:20])=[C:13]([O:21][CH3:22])[CH:12]=3)[N:9]=2)[N:4]([S:23]([C:26]2[CH:31]=[CH:30][C:29]([CH3:32])=[CH:28][CH:27]=2)(=[O:25])=[O:24])[CH:3]=1.C(N(CC)CC)C.CN(C=O)C.[C:45]([C:47]1[CH:52]=[CH:51][CH:50]=[CH:49][CH:48]=1)#[CH:46]. (4) Given the product [CH3:18][O:19][C:20](=[O:33])[CH2:21][CH2:22][C:23]1[CH:28]=[CH:27][C:26]([S:29](=[O:30])(=[O:31])[NH:1][C:2]2[CH:7]=[CH:6][C:5]([Cl:8])=[CH:4][C:3]=2[C:9]([C:11]2[CH:12]=[N:13][C:14]([CH3:17])=[CH:15][CH:16]=2)=[O:10])=[CH:25][CH:24]=1, predict the reactants needed to synthesize it. The reactants are: [NH2:1][C:2]1[CH:7]=[CH:6][C:5]([Cl:8])=[CH:4][C:3]=1[C:9]([C:11]1[CH:12]=[N:13][C:14]([CH3:17])=[CH:15][CH:16]=1)=[O:10].[CH3:18][O:19][C:20](=[O:33])[CH2:21][CH2:22][C:23]1[CH:28]=[CH:27][C:26]([S:29](Cl)(=[O:31])=[O:30])=[CH:25][CH:24]=1. (5) The reactants are: [Br:1][C:2]1[C:3]([C:8]([NH:10][C:11]2[C:12]([OH:17])=[N:13][CH:14]=[CH:15][CH:16]=2)=O)=[N:4][O:5][C:6]=1[CH3:7].P(Cl)(Cl)(Cl)=O.[OH-].[Na+]. Given the product [Br:1][C:2]1[C:3]([C:8]2[O:17][C:12]3[C:11]([N:10]=2)=[CH:16][CH:15]=[CH:14][N:13]=3)=[N:4][O:5][C:6]=1[CH3:7], predict the reactants needed to synthesize it.